This data is from Forward reaction prediction with 1.9M reactions from USPTO patents (1976-2016). The task is: Predict the product of the given reaction. (1) Given the reactants [N+:1]([C:4]1[CH:9]=[CH:8][C:7]([NH:10][NH2:11])=[CH:6][CH:5]=1)([O-:3])=[O:2].O.[OH:13][C:14]1[C:21]([OH:22])=[CH:20][C:17]([CH:18]=O)=[CH:16][CH:15]=1, predict the reaction product. The product is: [N+:1]([C:4]1[CH:5]=[CH:6][C:7]([NH:10][N:11]=[CH:18][C:17]2[CH:20]=[C:21]([OH:22])[C:14]([OH:13])=[CH:15][CH:16]=2)=[CH:8][CH:9]=1)([O-:3])=[O:2]. (2) Given the reactants [CH2:1]([N:8]1[CH2:13][CH2:12][CH:11]([C:14]([C:16]2[CH:21]=[CH:20][C:19]([C:22]([F:25])([F:24])[F:23])=[CH:18][C:17]=2F)=O)[CH2:10][CH2:9]1)[C:2]1[CH:7]=[CH:6][CH:5]=[CH:4][CH:3]=1.[CH3:27][NH:28][NH2:29].C([O-])(O)=O.[Na+], predict the reaction product. The product is: [CH2:1]([N:8]1[CH2:13][CH2:12][CH:11]([C:14]2[C:16]3[C:17](=[CH:18][C:19]([C:22]([F:25])([F:24])[F:23])=[CH:20][CH:21]=3)[N:28]([CH3:27])[N:29]=2)[CH2:10][CH2:9]1)[C:2]1[CH:7]=[CH:6][CH:5]=[CH:4][CH:3]=1. (3) The product is: [Cl:1][C:2]1[CH:3]=[C:4]([CH:30]=[CH:31][C:32]=1[Cl:33])[C:5]([NH:7][C@@H:8]1[C:17]2[C:12](=[CH:13][CH:14]=[C:15]([NH:18][C:19]([N:21]3[CH2:22][CH2:23][CH2:24][CH2:25]3)=[O:20])[CH:16]=2)[CH2:11][CH2:10][C@H:9]1[OH:26])=[O:6]. Given the reactants [Cl:1][C:2]1[CH:3]=[C:4]([CH:30]=[CH:31][C:32]=1[Cl:33])[C:5]([NH:7][C@@H:8]1[C:17]2[C:12](=[CH:13][CH:14]=[C:15]([NH:18][C:19]([N:21]3[CH2:25][CH2:24][CH2:23][CH2:22]3)=[O:20])[CH:16]=2)[CH2:11][CH2:10][C@H:9]1[O:26]C(=O)C)=[O:6].C[O-].[Na+], predict the reaction product. (4) The product is: [NH2:34][C:35]1[C:40]([C:41]([NH2:42])=[O:9])=[C:39]([N:43]2[CH2:48][CH2:47][CH:46]([C:49]3[N:50]([CH2:64][CH2:65][N:66]4[CH2:67][CH2:68][CH2:69]4)[CH:51]=[C:52]([C:54]4[CH:55]=[CH:56][C:57]([O:60][CH:61]([F:63])[F:62])=[CH:58][CH:59]=4)[N:53]=3)[CH2:45][CH2:44]2)[N:38]=[CH:37][N:36]=1. Given the reactants NC1C(C(N)=[O:9])=C(N2CCC(C3N(C)C=C(C4C=CC(F)=C(C(F)(F)F)C=4)N=3)CC2)N=CN=1.[NH2:34][C:35]1[C:40]([C:41]#[N:42])=[C:39]([N:43]2[CH2:48][CH2:47][CH:46]([C:49]3[N:50]([CH2:64][CH2:65][N:66]4[CH2:69][CH2:68][CH2:67]4)[CH:51]=[C:52]([C:54]4[CH:59]=[CH:58][C:57]([O:60][CH:61]([F:63])[F:62])=[CH:56][CH:55]=4)[N:53]=3)[CH2:45][CH2:44]2)[N:38]=[CH:37][N:36]=1, predict the reaction product. (5) Given the reactants C(N(CC)CC)C.[Cl:8][C:9]1[CH:14]=[C:13]([F:15])[CH:12]=[CH:11][C:10]=1[S:16](Cl)(=[O:18])=[O:17].[CH3:20][CH:21]([CH3:47])[CH2:22][C@H:23]([NH:35][C:36]([C:38]1[S:39][C:40]2[CH:46]=[CH:45][CH:44]=[CH:43][C:41]=2[CH:42]=1)=[O:37])[C:24]([NH:26][CH2:27][CH2:28][CH:29]1[CH2:34][CH2:33][CH2:32][CH2:31][NH:30]1)=[O:25], predict the reaction product. The product is: [Cl:8][C:9]1[CH:14]=[C:13]([F:15])[CH:12]=[CH:11][C:10]=1[S:16]([N:30]1[CH2:31][CH2:32][CH2:33][CH2:34][CH:29]1[CH2:28][CH2:27][NH:26][C:24]([C@@H:23]([NH:35][C:36]([C:38]1[S:39][C:40]2[CH:46]=[CH:45][CH:44]=[CH:43][C:41]=2[CH:42]=1)=[O:37])[CH2:22][CH:21]([CH3:20])[CH3:47])=[O:25])(=[O:18])=[O:17]. (6) The product is: [CH3:9][C:6]1([CH3:10])[O:5][C@H:4]([CH2:3][CH2:2][NH2:18])[CH2:8][O:7]1. Given the reactants O[CH2:2][CH2:3][C@@H:4]1[CH2:8][O:7][C:6]([CH3:10])([CH3:9])[O:5]1.CS(Cl)(=O)=O.C([N:18](CC)CC)C.[N-]=[N+]=[N-].[Na+], predict the reaction product. (7) Given the reactants [CH:1](=O)[C:2]1[CH:7]=[CH:6][CH:5]=[CH:4][CH:3]=1.[CH3:9][O:10][C:11]1[CH:16]=[CH:15][N:14]=[C:13]([NH2:17])[CH:12]=1.S([O-])([O-])(=O)=O.[Mg+2], predict the reaction product. The product is: [CH:1](=[N:17][C:13]1[CH:12]=[C:11]([O:10][CH3:9])[CH:16]=[CH:15][N:14]=1)[C:2]1[CH:7]=[CH:6][CH:5]=[CH:4][CH:3]=1.